Task: Predict the reaction yield, written as a fraction of the theoretical maximum amount of product (1.0 means a 100% yield; for example, 0.34 means a 34% yield).. Dataset: Reaction yield outcomes from USPTO patents with 853,638 reactions (1) The reactants are [Cl:1][C:2]1[CH:3]=[C:4]2[C:8](=[CH:9][CH:10]=1)[NH:7][C:6]([C:11]([NH:13][C@@H:14]1[CH2:22][C:21]3[C:16](=[CH:17][CH:18]=[CH:19][CH:20]=3)[C@H:15]1[N:23]([CH3:32])[C:24]([C@@H:26]1[CH2:30][CH2:29][C:28](=[O:31])[O:27]1)=[O:25])=[O:12])=[CH:5]2.[NH3:33]. No catalyst specified. The product is [Cl:1][C:2]1[CH:3]=[C:4]2[C:8](=[CH:9][CH:10]=1)[NH:7][C:6]([C:11]([NH:13][C@@H:14]1[CH2:22][C:21]3[C:16](=[CH:17][CH:18]=[CH:19][CH:20]=3)[C@H:15]1[N:23]([CH3:32])[C:24](=[O:25])[C@@H:26]([OH:27])[CH2:30][CH2:29][C:28]([NH2:33])=[O:31])=[O:12])=[CH:5]2. The yield is 0.410. (2) The product is [C:15]([O:18][C:19]([NH:1][CH2:2][CH2:3][CH2:4][C:5]([OH:7])=[O:6])=[O:20])([CH3:17])([CH3:16])[CH3:14]. The yield is 0.900. The catalyst is O.C1COCC1. The reactants are [NH2:1][CH2:2][CH2:3][CH2:4][C:5]([OH:7])=[O:6].C([O-])([O-])=O.[Na+].[Na+].[CH3:14][C:15]([O:18][C:19](O[C:19]([O:18][C:15]([CH3:17])([CH3:16])[CH3:14])=[O:20])=[O:20])([CH3:17])[CH3:16]. (3) The reactants are [C:1]1([CH3:11])[CH:6]=[CH:5][C:4]([S:7](Cl)(=[O:9])=[O:8])=[CH:3][CH:2]=1.[CH:12]1([CH2:15][CH2:16][OH:17])[CH2:14][CH2:13]1. The catalyst is N1C=CC=CC=1.ClCCl.CCOCC. The product is [CH:12]1([CH2:15][CH2:16][O:17][S:7]([C:4]2[CH:5]=[CH:6][C:1]([CH3:11])=[CH:2][CH:3]=2)(=[O:9])=[O:8])[CH2:14][CH2:13]1. The yield is 0.890. (4) The reactants are C1C=C[NH+]=CC=1.[O-][Cr](Cl)(=O)=O.S([O-])([O-])(=O)=O.[Mg+2].[CH2:18]([C:22]1[C:26]([CH2:27][OH:28])=[C:25]([CH3:29])[O:24][N:23]=1)[CH2:19][CH2:20][CH3:21]. The catalyst is C(Cl)Cl.CCOCC. The product is [CH2:18]([C:22]1[C:26]([CH:27]=[O:28])=[C:25]([CH3:29])[O:24][N:23]=1)[CH2:19][CH2:20][CH3:21]. The yield is 0.840. (5) The reactants are C([Li])CCC.[Si:6]([O:13][CH2:14][CH:15]([C:17]1[CH:18]=[CH:19][C:20]([F:23])=[N:21][CH:22]=1)[CH3:16])([C:9]([CH3:12])([CH3:11])[CH3:10])([CH3:8])[CH3:7].[B:24](OC(C)C)([O:29]C(C)C)[O:25]C(C)C. The catalyst is C1COCC1. The product is [Si:6]([O:13][CH2:14][CH:15]([C:17]1[CH:18]=[C:19]([B:24]([OH:29])[OH:25])[C:20]([F:23])=[N:21][CH:22]=1)[CH3:16])([C:9]([CH3:12])([CH3:10])[CH3:11])([CH3:8])[CH3:7]. The yield is 1.02. (6) The reactants are [Br:1][C:2]1[CH:7]=[C:6]([CH3:8])[CH:5]=[CH:4][C:3]=1[NH:9][C:10]1[N:14]([CH2:15][CH2:16][CH2:17][CH2:18]O)[C:13]2[C:20]([CH:25]([CH2:28][CH3:29])[CH2:26][CH3:27])=[CH:21][CH:22]=[C:23]([Cl:24])[C:12]=2[N:11]=1.CS(Cl)(=O)=O.C(=O)([O-])[O-].[K+].[K+]. The catalyst is N1C=CC=CC=1.CN(C)C=O.O. The product is [Br:1][C:2]1[CH:7]=[C:6]([CH3:8])[CH:5]=[CH:4][C:3]=1[N:9]1[C:10]2=[N:11][C:12]3[C:23]([Cl:24])=[CH:22][CH:21]=[C:20]([CH:25]([CH2:28][CH3:29])[CH2:26][CH3:27])[C:13]=3[N:14]2[CH2:15][CH2:16][CH2:17][CH2:18]1. The yield is 0.830. (7) The reactants are [F:1][C:2]1[CH:3]=[CH:4][C:5]([C:8]2[C:12](/[CH:13]=[CH:14]/[C:15]3[S:16][C:17]([C:20]([OH:22])=O)=[CH:18][N:19]=3)=[C:11]([CH3:23])[O:10][N:9]=2)=[N:6][CH:7]=1.[CH2:24]([CH2:26][NH2:27])[OH:25]. No catalyst specified. The product is [OH:25][CH2:24][CH2:26][NH:27][C:20]([C:17]1[S:16][C:15](/[CH:14]=[CH:13]/[C:12]2[C:8]([C:5]3[CH:4]=[CH:3][C:2]([F:1])=[CH:7][N:6]=3)=[N:9][O:10][C:11]=2[CH3:23])=[N:19][CH:18]=1)=[O:22]. The yield is 0.460.